This data is from Forward reaction prediction with 1.9M reactions from USPTO patents (1976-2016). The task is: Predict the product of the given reaction. (1) Given the reactants [C:1]1([SH:7])[CH:6]=[CH:5][CH:4]=[CH:3][CH:2]=1.Cl[CH2:9][C:10]([N:12]1[CH2:17][CH2:16][N:15]([S:18]([C:21]2[CH:30]=[CH:29][C:28]3[C:23](=[CH:24][CH:25]=[CH:26][CH:27]=3)[CH:22]=2)(=[O:20])=[O:19])[CH2:14][CH2:13]1)=[O:11].[C:31](=O)([O-])[O-].[K+].[K+].O, predict the reaction product. The product is: [CH:22]1[C:23]2[C:28](=[CH:27][CH:26]=[CH:25][CH:24]=2)[CH:29]=[CH:30][C:21]=1[S:18]([N:15]1[CH2:16][CH2:17][N:12]([C:10](=[O:11])[CH2:9][S:7][C:1]2[CH:6]=[CH:5][C:4]([CH3:31])=[CH:3][CH:2]=2)[CH2:13][CH2:14]1)(=[O:20])=[O:19]. (2) Given the reactants [CH3:1][O:2][C:3]([CH2:5][C:6]1[CH:14]=[CH:13][CH:12]=[CH:11][C:7]=1[C:8](O)=[O:9])=[O:4].B.C1COCC1, predict the reaction product. The product is: [CH3:1][O:2][C:3](=[O:4])[CH2:5][C:6]1[CH:14]=[CH:13][CH:12]=[CH:11][C:7]=1[CH2:8][OH:9]. (3) Given the reactants [CH3:1][N:2]1[C:6]([C:7]([F:10])([F:9])[F:8])=[CH:5][C:4]([C:11]2[S:15][C:14]([CH:16]=O)=[CH:13][CH:12]=2)=[N:3]1.[CH3:18][CH:19]([CH3:35])[C:20]([NH:22][C:23]1[CH:28]=[CH:27][CH:26]=[C:25]([CH:29]2[CH2:34][CH2:33][NH:32][CH2:31][CH2:30]2)[CH:24]=1)=[O:21], predict the reaction product. The product is: [CH3:18][CH:19]([CH3:35])[C:20]([NH:22][C:23]1[CH:28]=[CH:27][CH:26]=[C:25]([CH:29]2[CH2:34][CH2:33][N:32]([CH2:16][C:14]3[S:15][C:11]([C:4]4[CH:5]=[C:6]([C:7]([F:8])([F:9])[F:10])[N:2]([CH3:1])[N:3]=4)=[CH:12][CH:13]=3)[CH2:31][CH2:30]2)[CH:24]=1)=[O:21]. (4) Given the reactants Br[C:2]1[C:3]([F:11])=[C:4]([CH:8]=[CH:9][CH:10]=1)[C:5]([OH:7])=[O:6].[N:12]1([C:18]([O:20][C:21]([CH3:24])([CH3:23])[CH3:22])=[O:19])[CH2:17][CH2:16][NH:15][CH2:14][CH2:13]1, predict the reaction product. The product is: [C:21]([O:20][C:18]([N:12]1[CH2:17][CH2:16][N:15]([C:2]2[C:3]([F:11])=[C:4]([CH:8]=[CH:9][CH:10]=2)[C:5]([OH:7])=[O:6])[CH2:14][CH2:13]1)=[O:19])([CH3:24])([CH3:22])[CH3:23]. (5) Given the reactants C[O:2][C:3](=[O:32])[CH2:4][C:5]1[C:6]([CH3:31])=[N:7][N:8]([CH2:11][C:12]2[CH:17]=[CH:16][C:15]([CH2:18][S:19]([C:21]3[CH:26]=[CH:25][C:24]([C:27]([F:30])([F:29])[F:28])=[CH:23][CH:22]=3)=[O:20])=[CH:14][CH:13]=2)[C:9]=1[CH3:10].O.[OH-].[Na+].Cl, predict the reaction product. The product is: [CH3:31][C:6]1[C:5]([CH2:4][C:3]([OH:32])=[O:2])=[C:9]([CH3:10])[N:8]([CH2:11][C:12]2[CH:13]=[CH:14][C:15]([CH2:18][S:19]([C:21]3[CH:22]=[CH:23][C:24]([C:27]([F:30])([F:29])[F:28])=[CH:25][CH:26]=3)=[O:20])=[CH:16][CH:17]=2)[N:7]=1. (6) Given the reactants [NH2:1][C:2]1[N:3]=[C:4]([N:17]2[CH2:25][CH:24]3[CH:19]([N:20](C(OC(C)(C)C)=O)[CH2:21][CH2:22][CH2:23]3)[CH2:18]2)[C:5]2[CH2:12][CH2:11][CH2:10][C:9]3[CH:13]=[CH:14][CH:15]=[CH:16][C:8]=3[C:6]=2[N:7]=1.FC(F)(F)C(O)=O, predict the reaction product. The product is: [NH:20]1[CH2:21][CH2:22][CH2:23][CH:24]2[CH2:25][N:17]([C:4]3[C:5]4[CH2:12][CH2:11][CH2:10][C:9]5[CH:13]=[CH:14][CH:15]=[CH:16][C:8]=5[C:6]=4[N:7]=[C:2]([NH2:1])[N:3]=3)[CH2:18][CH:19]12.